This data is from Catalyst prediction with 721,799 reactions and 888 catalyst types from USPTO. The task is: Predict which catalyst facilitates the given reaction. Reactant: [F:1][C:2]1[CH:7]=[CH:6][CH:5]=[CH:4][C:3]=1[CH2:8][C:9]([CH:11]1[CH2:16][CH2:15][N:14]([CH2:17][C:18]2[C:19](=[O:24])[NH:20][CH:21]=[CH:22][N:23]=2)[CH2:13][CH2:12]1)=[O:10].[BH4-].[Na+].O.ClCCl. Product: [OH:10][CH:9]([CH:11]1[CH2:12][CH2:13][N:14]([CH2:17][C:18]2[C:19](=[O:24])[NH:20][CH:21]=[CH:22][N:23]=2)[CH2:15][CH2:16]1)[CH2:8][C:3]1[CH:4]=[CH:5][CH:6]=[CH:7][C:2]=1[F:1]. The catalyst class is: 5.